From a dataset of Forward reaction prediction with 1.9M reactions from USPTO patents (1976-2016). Predict the product of the given reaction. Given the reactants [Cl:1][C:2]1[CH:7]=[CH:6][C:5]([NH:8][C:9](=[O:21])[C:10]2[CH:11]=[C:12]([CH:16]=[CH:17][C:18]=2[O:19][CH3:20])[C:13]([NH2:15])=[O:14])=[CH:4][CH:3]=1.BrC[CH2:24][Cl:25], predict the reaction product. The product is: [Cl:25][CH2:24][CH2:20][O:19][C:18]1[CH:17]=[CH:16][C:12]([C:13]([NH2:15])=[O:14])=[CH:11][C:10]=1[C:9]([NH:8][C:5]1[CH:6]=[CH:7][C:2]([Cl:1])=[CH:3][CH:4]=1)=[O:21].